This data is from TCR-epitope binding with 47,182 pairs between 192 epitopes and 23,139 TCRs. The task is: Binary Classification. Given a T-cell receptor sequence (or CDR3 region) and an epitope sequence, predict whether binding occurs between them. (1) The epitope is VLWAHGFEL. The TCR CDR3 sequence is CASSLGTGEGTEAFF. Result: 1 (the TCR binds to the epitope). (2) The epitope is LSDDAVVCFNSTY. The TCR CDR3 sequence is CASGKLHDGELFF. Result: 0 (the TCR does not bind to the epitope).